From a dataset of Forward reaction prediction with 1.9M reactions from USPTO patents (1976-2016). Predict the product of the given reaction. Given the reactants [C:1]([O:5][C:6]([N:8]1[C:16]2[CH:15]=[C:14]([CH:17]([OH:24])[C:18]3[CH:23]=[CH:22][CH:21]=[CH:20][CH:19]=3)[N:13]=[CH:12][C:11]=2[C:10]([CH3:26])([CH3:25])[CH2:9]1)=[O:7])([CH3:4])([CH3:3])[CH3:2].[H-].[Na+].[CH3:29]I.O, predict the reaction product. The product is: [C:1]([O:5][C:6]([N:8]1[C:16]2[CH:15]=[C:14]([CH:17]([O:24][CH3:29])[C:18]3[CH:19]=[CH:20][CH:21]=[CH:22][CH:23]=3)[N:13]=[CH:12][C:11]=2[C:10]([CH3:26])([CH3:25])[CH2:9]1)=[O:7])([CH3:4])([CH3:2])[CH3:3].